From a dataset of Forward reaction prediction with 1.9M reactions from USPTO patents (1976-2016). Predict the product of the given reaction. (1) Given the reactants S(=O)(=O)(O)O.[NH:6]1[C:10]2[CH:11]=[CH:12][CH:13]=[CH:14][C:9]=2[N:8]=[C:7]1[C:15]1[C:23]2[C:18](=[CH:19][CH:20]=[C:21]([C:24]#[N:25])[CH:22]=2)[NH:17][N:16]=1.[OH-:26].[NH4+], predict the reaction product. The product is: [NH:8]1[C:9]2[CH:14]=[CH:13][CH:12]=[CH:11][C:10]=2[N:6]=[C:7]1[C:15]1[C:23]2[C:18](=[CH:19][CH:20]=[C:21]([C:24]([NH2:25])=[O:26])[CH:22]=2)[NH:17][N:16]=1. (2) Given the reactants Br[C:2]1[C:11]([CH2:12][CH2:13][CH3:14])=[CH:10][C:9]2[C:4](=[CH:5][CH:6]=[C:7]([O:15][CH3:16])[CH:8]=2)[C:3]=1[O:17][CH2:18][O:19][CH3:20].[F:21][C:22]1[CH:27]=[CH:26][C:25](B(O)O)=[CH:24][CH:23]=1.C(=O)([O-])[O-].[Na+].[Na+], predict the reaction product. The product is: [F:21][C:22]1[CH:27]=[CH:26][C:25]([C:2]2[C:11]([CH2:12][CH2:13][CH3:14])=[CH:10][C:9]3[C:4](=[CH:5][CH:6]=[C:7]([O:15][CH3:16])[CH:8]=3)[C:3]=2[O:17][CH2:18][O:19][CH3:20])=[CH:24][CH:23]=1. (3) Given the reactants C1(S([N:10]2[C:14]3=[N:15][CH:16]=[CH:17][C:18]([C:19]4[N:20]=[C:21]([N:32]5[CH2:37][CH2:36][N:35]([C:38]([O:40][C:41]([CH3:44])([CH3:43])[CH3:42])=[O:39])[CH2:34][CH2:33]5)[C:22]5[C:28]([CH:29]6[CH2:31][CH2:30]6)=[CH:27][N:26]=[CH:25][C:23]=5[N:24]=4)=[C:13]3[C:12]([C:45]3[CH:50]=[CH:49][CH:48]=[CH:47][CH:46]=3)=[CH:11]2)(=O)=O)C=CC=CC=1.CCCC[N+](CCCC)(CCCC)CCCC.[F-], predict the reaction product. The product is: [CH:29]1([C:28]2[C:22]3[C:21]([N:32]4[CH2:37][CH2:36][N:35]([C:38]([O:40][C:41]([CH3:44])([CH3:43])[CH3:42])=[O:39])[CH2:34][CH2:33]4)=[N:20][C:19]([C:18]4[CH:17]=[CH:16][N:15]=[C:14]5[NH:10][CH:11]=[C:12]([C:45]6[CH:50]=[CH:49][CH:48]=[CH:47][CH:46]=6)[C:13]=45)=[N:24][C:23]=3[CH:25]=[N:26][CH:27]=2)[CH2:31][CH2:30]1. (4) The product is: [NH:25]1[CH2:24][CH2:23][CH:22]([NH:21][C:4]2[C:5]3[CH:10]=[CH:9][N:8]([S:11]([C:14]4[CH:20]=[CH:19][C:17]([CH3:18])=[CH:16][CH:15]=4)(=[O:12])=[O:13])[C:6]=3[N:7]=[C:2]([NH:35][C:36]3[CH:44]=[CH:43][C:39]([C:40]([NH2:42])=[O:41])=[CH:38][CH:37]=3)[N:3]=2)[CH2:27][CH2:26]1. Given the reactants Cl[C:2]1[N:3]=[C:4]([NH:21][CH:22]2[CH2:27][CH2:26][N:25](C(OC(C)(C)C)=O)[CH2:24][CH2:23]2)[C:5]2[CH:10]=[CH:9][N:8]([S:11]([C:14]3[CH:20]=[CH:19][C:17]([CH3:18])=[CH:16][CH:15]=3)(=[O:13])=[O:12])[C:6]=2[N:7]=1.[NH2:35][C:36]1[CH:44]=[CH:43][C:39]([C:40]([NH2:42])=[O:41])=[CH:38][CH:37]=1.C[Si](Cl)(C)C, predict the reaction product.